This data is from Full USPTO retrosynthesis dataset with 1.9M reactions from patents (1976-2016). The task is: Predict the reactants needed to synthesize the given product. Given the product [Cl:1][C:2]1[CH:7]=[CH:6][C:5]([NH:8][C:9]([NH:30][C:27]2[CH:26]=[CH:25][C:24]([O:23][C:21]3[CH:20]=[CH:19][N:18]=[C:17]([S:16][CH3:15])[N:22]=3)=[CH:29][CH:28]=2)=[O:10])=[CH:4][C:3]=1[C:11]([F:12])([F:13])[F:14], predict the reactants needed to synthesize it. The reactants are: [Cl:1][C:2]1[CH:7]=[CH:6][C:5]([N:8]=[C:9]=[O:10])=[CH:4][C:3]=1[C:11]([F:14])([F:13])[F:12].[CH3:15][S:16][C:17]1[N:22]=[C:21]([O:23][C:24]2[CH:29]=[CH:28][C:27]([NH2:30])=[CH:26][CH:25]=2)[CH:20]=[CH:19][N:18]=1.